The task is: Predict which catalyst facilitates the given reaction.. This data is from Catalyst prediction with 721,799 reactions and 888 catalyst types from USPTO. (1) Reactant: N1C=CC=CC=1.Cl.[Cl:8][C:9]1[CH:14]=[CH:13][C:12]([C:15]2[S:37][C:18]3[C:19](=[O:36])[N:20]([C:23]4[CH:24]=[N:25][C:26]([O:29][CH:30]5[CH2:35][CH2:34][NH:33][CH2:32][CH2:31]5)=[CH:27][CH:28]=4)[CH:21]=[CH:22][C:17]=3[CH:16]=2)=[CH:11][CH:10]=1.[C:38](Cl)(=[O:40])[CH3:39]. Product: [C:38]([N:33]1[CH2:34][CH2:35][CH:30]([O:29][C:26]2[N:25]=[CH:24][C:23]([N:20]3[CH2:21][CH2:22][C:17]4[CH:16]=[C:15]([C:12]5[CH:11]=[CH:10][C:9]([Cl:8])=[CH:14][CH:13]=5)[S:37][C:18]=4[C:19]3=[O:36])=[CH:28][CH:27]=2)[CH2:31][CH2:32]1)(=[O:40])[CH3:39]. The catalyst class is: 46. (2) Reactant: OS(O)(=O)=O.[CH3:6][C:7]1[CH:12]=[CH:11][C:10]([C:13]([C:22]2[CH:27]=[CH:26][CH:25]=[CH:24][N:23]=2)(O)[CH2:14][CH2:15][N:16]2[CH2:20][CH2:19][CH2:18][CH2:17]2)=[CH:9][CH:8]=1.[OH-].[Na+]. Product: [CH3:6][C:7]1[CH:12]=[CH:11][C:10](/[C:13](/[C:22]2[CH:27]=[CH:26][CH:25]=[CH:24][N:23]=2)=[CH:14]\[CH2:15][N:16]2[CH2:17][CH2:18][CH2:19][CH2:20]2)=[CH:9][CH:8]=1. The catalyst class is: 6.